This data is from Forward reaction prediction with 1.9M reactions from USPTO patents (1976-2016). The task is: Predict the product of the given reaction. (1) Given the reactants [Cl:1][C:2]1[CH:3]=[CH:4][C:5]([N:17]2[CH2:21][CH2:20][O:19][C:18]2=[O:22])=[C:6]([CH:16]=1)[CH2:7][NH:8]C(=O)OC(C)(C)C.Cl.CO, predict the reaction product. The product is: [ClH:1].[NH2:8][CH2:7][C:6]1[CH:16]=[C:2]([Cl:1])[CH:3]=[CH:4][C:5]=1[N:17]1[CH2:21][CH2:20][O:19][C:18]1=[O:22]. (2) Given the reactants Br[C:2]1[C:3]([Cl:23])=[C:4]([C:7]2[N:11]3[N:12]=[C:13]([CH3:21])[CH:14]=[C:15]([CH:16]([CH2:19][CH3:20])[CH2:17][CH3:18])[C:10]3=[N:9][C:8]=2[CH3:22])[S:5][CH:6]=1.[N:24]1[CH:29]=[CH:28][C:27](B(O)O)=[CH:26][CH:25]=1.C([O-])([O-])=O.[Na+].[Na+].C1C=CC(P(C2C=CC=CC=2)C2C=CC=CC=2)=CC=1.Cl.CCO, predict the reaction product. The product is: [ClH:23].[Cl:23][C:3]1[C:2]([C:27]2[CH:28]=[CH:29][N:24]=[CH:25][CH:26]=2)=[CH:6][S:5][C:4]=1[C:7]1[N:11]2[N:12]=[C:13]([CH3:21])[CH:14]=[C:15]([CH:16]([CH2:19][CH3:20])[CH2:17][CH3:18])[C:10]2=[N:9][C:8]=1[CH3:22]. (3) Given the reactants C([O:8][C:9]1[C:13](/[CH:14]=[CH:15]/[P:16](=[O:23])([O:20][CH2:21][CH3:22])[O:17][CH2:18][CH3:19])=[CH:12][N:11]([C:24]2[CH:29]=[CH:28][CH:27]=[CH:26][CH:25]=2)[N:10]=1)C1C=CC=CC=1, predict the reaction product. The product is: [OH:8][C:9]1[C:13]([CH2:14][CH2:15][P:16](=[O:23])([O:17][CH2:18][CH3:19])[O:20][CH2:21][CH3:22])=[CH:12][N:11]([C:24]2[CH:29]=[CH:28][CH:27]=[CH:26][CH:25]=2)[N:10]=1. (4) Given the reactants [NH2:1][C:2]1[C:6]2[C:7]([O:11][CH2:12][C:13]3[CH:18]=[CH:17][CH:16]=[CH:15][CH:14]=3)=[N:8][CH:9]=[CH:10][C:5]=2[N:4]([C@@:19]2([CH2:32][C:33]#[N:34])[CH2:24][O:23][C@H:22]([C:25]([O:27][C:28]([CH3:31])([CH3:30])[CH3:29])=[O:26])[CH2:21][CH2:20]2)[N:3]=1.Br[C:36]1[CH:41]=[CH:40][C:39]([Cl:42])=[CH:38][CH:37]=1.C(P(C(C)(C)C)C1C=CC=CC=1C1C(C(C)C)=CC(C(C)C)=CC=1C(C)C)(C)(C)C.C([O-])(=O)C.[K+], predict the reaction product. The product is: [CH2:12]([O:11][C:7]1[C:6]2[C:2]([NH:1][C:36]3[CH:41]=[CH:40][C:39]([Cl:42])=[CH:38][CH:37]=3)=[N:3][N:4]([C@@:19]3([CH2:32][C:33]#[N:34])[CH2:24][O:23][C@H:22]([C:25]([O:27][C:28]([CH3:29])([CH3:30])[CH3:31])=[O:26])[CH2:21][CH2:20]3)[C:5]=2[CH:10]=[CH:9][N:8]=1)[C:13]1[CH:14]=[CH:15][CH:16]=[CH:17][CH:18]=1. (5) The product is: [Br:36][C:20]1[C:19]2[C:23](=[CH:24][CH:25]=[C:17]([O:16][Si:15]([C:11]([CH3:14])([CH3:13])[CH3:12])([CH3:27])[CH3:26])[CH:18]=2)[N:22]([Si:28]([C:31]([CH3:34])([CH3:33])[CH3:32])([CH3:30])[CH3:29])[CH:21]=1. Given the reactants [Li]CCCC.CCCCC.[C:11]([Si:15]([CH3:27])([CH3:26])[O:16][C:17]1[CH:18]=[C:19]2[C:23](=[CH:24][CH:25]=1)[NH:22][CH:21]=[CH:20]2)([CH3:14])([CH3:13])[CH3:12].[Si:28](Cl)([C:31]([CH3:34])([CH3:33])[CH3:32])([CH3:30])[CH3:29].[Br:36]N1C(=O)CCC1=O, predict the reaction product. (6) Given the reactants [C:1]([O:5][C:6](=[O:13])[C@H:7]([CH2:9][CH:10]([CH3:12])[CH3:11])[NH2:8])([CH3:4])([CH3:3])[CH3:2].Cl[C:15](Cl)([O:17]C(=O)OC(Cl)(Cl)Cl)Cl.C(N(CC)CC)C, predict the reaction product. The product is: [N:8]([CH:7]([CH2:9][CH:10]([CH3:11])[CH3:12])[C:6]([O:5][C:1]([CH3:4])([CH3:3])[CH3:2])=[O:13])=[C:15]=[O:17]. (7) The product is: [NH2:20][CH2:19][CH2:18][CH2:17][CH2:16][O:15][C:14]1[CH:13]=[C:12]([CH:30]=[CH:29][CH:28]=1)[O:11][C:9]1[C:8]([NH:31][S:32]([C:35]2[N:36]=[CH:37][N:38]([CH3:40])[CH:39]=2)(=[O:33])=[O:34])=[CH:7][C:6]2[N:2]([CH3:1])[C:3](=[O:42])[N:4]([CH3:41])[C:5]=2[CH:10]=1. Given the reactants [CH3:1][N:2]1[C:6]2[CH:7]=[C:8]([NH:31][S:32]([C:35]3[N:36]=[CH:37][N:38]([CH3:40])[CH:39]=3)(=[O:34])=[O:33])[C:9]([O:11][C:12]3[CH:13]=[C:14]([CH:28]=[CH:29][CH:30]=3)[O:15][CH2:16][CH2:17][CH2:18][CH2:19][NH:20]C(=O)OC(C)(C)C)=[CH:10][C:5]=2[N:4]([CH3:41])[C:3]1=[O:42].FC(F)(F)C(O)=O, predict the reaction product. (8) Given the reactants O[C:2]1[C:11]2[CH:10]=[C:9]3[N:12]=[CH:13][S:14][C:8]3=[CH:7][C:6]=2[N:5]=[CH:4][C:3]=1[C:15]#[N:16].[Cl:17][C:18]1[C:24]([O:25][CH3:26])=[CH:23][C:21]([NH2:22])=[C:20]([CH3:27])[CH:19]=1.Cl.N1C=CC=CC=1, predict the reaction product. The product is: [Cl:17][C:18]1[C:24]([O:25][CH3:26])=[CH:23][C:21]([NH:22][C:2]2[C:11]3[CH:10]=[C:9]4[N:12]=[CH:13][S:14][C:8]4=[CH:7][C:6]=3[N:5]=[CH:4][C:3]=2[C:15]#[N:16])=[C:20]([CH3:27])[CH:19]=1. (9) Given the reactants [Cl:1][C:2]1[CH:3]=[C:4]([CH:8]=[CH:9][C:10]=1[NH:11][C:12]1[CH:17]=[N:16][CH:15]=[C:14]([C:18]2[CH:23]=[CH:22][C:21]([OH:24])=[CH:20][CH:19]=2)[N:13]=1)[C:5](O)=[O:6].[CH2:25]([N:27]([CH2:30][CH3:31])[CH2:28][CH3:29])[CH3:26].C[N:33](C(ON1N=NC2C=CC=CC1=2)=[N+](C)C)C.[B-](F)(F)(F)F, predict the reaction product. The product is: [Cl:1][C:2]1[CH:3]=[C:4]([CH:8]=[CH:9][C:10]=1[NH:11][C:12]1[CH:17]=[N:16][CH:15]=[C:14]([C:18]2[CH:19]=[CH:20][C:21]([OH:24])=[CH:22][CH:23]=2)[N:13]=1)[C:5]([NH:33][CH2:26][CH2:25][N:27]1[CH2:30][CH2:31][CH2:29][CH2:28]1)=[O:6].